Dataset: Human Reference Interactome with 51,813 positive PPI pairs across 8,248 proteins, plus equal number of experimentally-validated negative pairs. Task: Binary Classification. Given two protein amino acid sequences, predict whether they physically interact or not. (1) Protein 1 (ENSG00000124635) has sequence MPEPAKSAPAPKKGSKKAVTKAQKKDGKKRKRSRKESYSIYVYKVLKQVHPDTGISSKAMGIMNSFVNDIFERIAGEASRLAHYNKRSTITSREIQTAVRLLLPGELAKHAVSEGTKAVTKYTSAK*XDIFERIAGGVAETSQQAHLH*. Protein 2 (ENSG00000214736) has sequence MASSTVPVSAAGSANETPEIPDNVGDWLRGVYRFATDRNDFRRNLILNLGLFAAGVWLARNLSDIDLMAPQPGV*. Result: 0 (the proteins do not interact). (2) Protein 1 (ENSG00000052126) has sequence MAADLNLEWISLPRSWTYGITRGGRVFFINEEAKSTTWLHPVTGEAVVTGHRRQSTDLPTGWEEAYTFEGARYYINHNERKVTCKHPVTGQPSQDNCIFVVNEQTVATMTSEEKKERPISMINEASNYNVTSDYAVHPMSPVGRTSRASKKVHNFGKRSNSIKRNPNAPVVRRGWLYKQDSTGMKLWKKRWFVLSDLCLFYYRDEKEEGILGSILLPSFQIALLTSEDHINRKYAFKAAHPNMRTYYFCTDTGKEMELWMKAMLDAALVQTEPVKRVDKITSENAPTKETNNIPNHRVLI.... Protein 2 (ENSG00000117298) has sequence MEALRESVLHLALQMSTYKRATLDEEDLVDSLSEGDAYPNGLQVNFHSPRSGQRCWAARTQVEKRLVVLVVLLAAGLVACLAALGIQYQTRSPSVCLSEACVSVTSSILSSMDPTVDPCHDFFSYACGGWIKANPVPDGHSRWGTFSNLWEHNQAIIKHLLENSTASVSEAERKAQVYYRACMNETRIEELRAKPLMELIERLGGWNITGPWAKDNFQDTLQVVTAHYRTSPFFSVYVSADSKNSNSNVIQVDQSGLGLPSRDYYLNKTENEKVLTGYLNYMVQLGKLLGGGDEEAIRPQ.... Result: 0 (the proteins do not interact). (3) Protein 1 (ENSG00000110108) has sequence MAASSISSPWGKHVFKAILMVLVALILLHSALAQSRRDFAPPGQQKREAPVDVLTQIGRSVRGTLDAWIGPETMHLVSESSSQVLWAISSAISVAFFALSGIAAQLLNALGLAGDYLAQGLKLSPGQVQTFLLWGAGALVVYWLLSLLLGLVLALLGRILWGLKLVIFLAGFVALMRSVPDPSTRALLLLALLILYALLSRLTGSRASGAQLEAKVRGLERQVEELRWRQRRAAKGARSVEEE*. Protein 2 (ENSG00000166145) has sequence MAPARTMARARLAPAGIPAVALWLLCTLGLQGTQAGPPPAPPGLPAGADCLNSFTAGVPGFVLDTNASVSNGATFLESPTVRRGWDCVRACCTTQNCNLALVELQPDRGEDAIAACFLINCLYEQNFVCKFAPREGFINYLTREVYRSYRQLRTQGFGGSGIPKAWAGIDLKVQPQEPLVLKDVENTDWRLLRGDTDVRVERKDPNQVELWGLKEGTYLFQLTVTSSDHPEDTANVTVTVLSTKQTEDYCLASNKVGRCRGSFPRWYYDPTEQICKSFVYGGCLGNKNNYLREEECILAC.... Result: 1 (the proteins interact).